This data is from NCI-60 drug combinations with 297,098 pairs across 59 cell lines. The task is: Regression. Given two drug SMILES strings and cell line genomic features, predict the synergy score measuring deviation from expected non-interaction effect. (1) Drug 1: COC1=C(C=C2C(=C1)N=CN=C2NC3=CC(=C(C=C3)F)Cl)OCCCN4CCOCC4. Drug 2: CCCCCOC(=O)NC1=NC(=O)N(C=C1F)C2C(C(C(O2)C)O)O. Cell line: HCT-15. Synergy scores: CSS=33.2, Synergy_ZIP=-5.50, Synergy_Bliss=-0.207, Synergy_Loewe=-41.2, Synergy_HSA=1.71. (2) Drug 1: C1CCN(CC1)CCOC2=CC=C(C=C2)C(=O)C3=C(SC4=C3C=CC(=C4)O)C5=CC=C(C=C5)O. Drug 2: C1CC(=O)NC(=O)C1N2CC3=C(C2=O)C=CC=C3N. Cell line: KM12. Synergy scores: CSS=-4.55, Synergy_ZIP=2.94, Synergy_Bliss=2.01, Synergy_Loewe=1.11, Synergy_HSA=-2.07.